Dataset: Experimentally validated miRNA-target interactions with 360,000+ pairs, plus equal number of negative samples. Task: Binary Classification. Given a miRNA mature sequence and a target amino acid sequence, predict their likelihood of interaction. (1) The miRNA is hsa-miR-6792-3p with sequence CUCCUCCACAGCCCCUGCUCAU. The protein sequence of the target gene is MSSPNIWSTGSSVYSTPVFSQKMTVWILLLLSLYPGFTSQKSDDDYEDYASNKTWVLTPKVPEGDVTVILNNLLEGYDNKLRPDIGVKPTLIHTDMYVNSIGPVNAINMEYTIDIFFAQTWYDRRLKFNSTIKVLRLNSNMVGKIWIPDTFFRNSKKADAHWITTPNRMLRIWNDGRVLYTLRLTIDAECQLQLHNFPMDEHSCPLEFSSYGYPREEIVYQWKRSSVEVGDTRSWRLYQFSFVGLRNTTEVVKTTSGDYVVMSVYFDLSRRMGYFTIQTYIPCTLIVVLSWVSFWINKDA.... Result: 1 (interaction). (2) The miRNA is hsa-miR-6800-3p with sequence CACCUCUCCUGGCAUCGCCCC. The protein sequence of the target gene is MAVEGSTITSRIKNLLRSPSIKLRRSKAGNRREDLSSKVTLEKVLGITVSGGRGLACDPRSGLVAYPAGCVVVLFNPRKHKQHHILNSSRKTITALAFSPDGKYLVTGESGHMPAVRVWDVAEHSQVAELQEHKYGVACVAFSPSAKYIVSVGYQHDMIVNVWAWKKNIVVASNKVSSRVTAVSFSEDCSYFVTAGNRHIKFWYLDDSKTSKVNATVPLLGRSGLLGELRNNLFTDVACGRGKKADSTFCITSSGLLCEFSDRRLLDKWVELRNIDSFTTTVAHCISVSQDYIFCGCADG.... Result: 1 (interaction). (3) The miRNA is hsa-miR-7151-3p with sequence CUACAGGCUGGAAUGGGCUCA. The protein sequence of the target gene is MMGDYRLPDHPQPMEILNLYLGDSLEPHPGECPRETCSHEDPPEPFEEQTWATDPPEPTRQNVPPWGSGVELTHLGSWVHQDGLEPCQEQTRATDPPESTRQDAPPWGSGVELTHLGSPSAQREHRQNTASPGSPVNSHLPGSPKQNRSTSTQVVFWAGILQAQMCVLDLEEELEKTEGLKAGLKCCLPTPPVDLPGDTGLHSSPPENEDSGEDSSEPEGEGQAWLREGTPDSSPQWGAEEESMFFSNPLFLASPCSENSASGECFSWGASDSHAGVRTGPESPATLEPPLPEDTVLWEL.... Result: 1 (interaction). (4) The protein sequence of the target gene is MWGSGELLVAWFLVLAADGTTEHVYRPSRRVCTVGISGGSISETFVQRVYQPYLTTCDGHRACSTYRTIYRTAYRRSPGVTPARPRYACCPGWKRTSGLPGACGAAICQPPCGNGGSCIRPGHCRCPVGWQGDTCQTDVDECSTGEASCPQRCVNTVGSYWCQGWEGQSPSADGTRCLSKEGPSPVAPNPTAGVDSMAREEVYRLQARVDVLEQKLQLVLAPLHSLASRSTEHGLQDPGSLLAHSFQQLDRIDSLSEQVSFLEEHLGSCSCKKDL. Result: 0 (no interaction). The miRNA is hsa-miR-874-5p with sequence CGGCCCCACGCACCAGGGUAAGA. (5) The miRNA is hsa-miR-7975 with sequence AUCCUAGUCACGGCACCA. The protein sequence of the target gene is MEKSKNFRIDALLAVDPPRAASAQSAPLALVTSLAAAASGTGGGGGGGGASGGTSGSCSPASSEPPAAPADRLRAESPSPPRLLAAHCALLPKPGFLGAGGGGGGTGGGHGGPHHHAHPGAAAAAAAAAAAAAAGGLALGLHPGGAQGGAGLPAQAALYGHPVYGYSAAAAAAALAGQHPALSYSYPQVQGAHPAHPADPIKLGAGTFQLDQWLRASTAGMILPKMPDFNSQAQSNLLGKCRRPRTAFTSQQLLELEHQFKLNKYLSRPKRFEVATSLMLTETQVKIWFQNRRMKWKRSK.... Result: 0 (no interaction). (6) The miRNA is hsa-miR-6073 with sequence GGUAGUGAGUUAUCAGCUAC. The protein sequence of the target gene is MASPSGKGSWTPEAPGFGPRALARDLVDSVDDAEGLYVAVERCPLCNTTRRRLTCAKCVQSGDFVYFDGRDRERFIDKKERLSQLKNKQEEFQKEVLKAMEGKRLTDQLRWKIMSCKMRIEQLKQTICKGNEEMKKNSEGLLKNKEKNQKLYSRAQRHQEKKEKIQRHNRKLGDLVEKKTIDLKSHYERLARLRRSHILELTSIIFPIDEVKTSGRDPADVSSETDSAMTSSMVSKLAEARRTTYLSGRWVCDDHNGDTSISITGPWISLPNNGDYSAYYNWVEEKKTTQGPDMEHNNPA.... Result: 0 (no interaction). (7) The miRNA is mmu-miR-466f-5p with sequence UACGUGUGUGUGCAUGUGCAUG. The protein sequence of the target gene is MNLEGGGRGGEFGMSAVSCGNGKLRQWLIDQIDSGKYPGLVWENEEKSIFRIPWKHAGKQDYNREEDAALFKAWALFKGKFREGIDKPDPPTWKTRLRCALNKSNDFEELVERSQLDISDPYKVYRIVPEGAKKGAKQLTLEDPQMSMSHPYTMTTPYPSLPAQQVHNYMMPPLDRSWRDYVPDQPHPEIPYQCPMTFGPRGHHWQGPACENGCQVTGTFYACAPPESQAPGVPTEPSIRSAEALAFSDCRLHICLYYREILVKELTTSSPEGCRISHGHTYDASNLDQVLFPYPEDNGQ.... Result: 0 (no interaction). (8) The miRNA is rno-miR-30a-3p with sequence CUUUCAGUCGGAUGUUUGCAGC. The protein sequence of the target gene is MRRLNRRKTLSLVKELDAFPKVPDSYVETSASGGTVSLIAFTTMALLTIMEFSVYQDTWMKYEYEVDKDFSSKLRINIDITVAMKCHYVGADVLDLAETMVASADGLAYEPALFDLSPQQREWQRMLQLIQSRLQEEHSLQDVIFKSAFKSASTALPPREDDSSLTPDACRIHGHLYVNKVAGNFHITVGKAIPHPRGHAHLAALVNHDSYNFSHRIDHLSFGELVPGIINPLDGTEKIAVDHNQMFQYFITVVPTKLHTYKISADTHQFSVTERERIINHAAGSHGVSGIFMKYDLSSL.... Result: 0 (no interaction). (9) The protein sequence of the target gene is MAAQQRDCGGAAQLAGPAAEADPLGRFTCPVCLEVYEKPVQVPCGHVFCSACLQECLKPKKPVCGVCRSALAPGVRAVELERQIESTETSCHGCRKNFFLSKIRSHVATCSKYQNYIMEGVKATIKDASLQPRNVPNRYTFPCPYCPEKNFDQEGLVEHCKLFHSTDTKSVVCPICASMPWGDPNYRSANFREHIQRRHRFSYDTFVDYDVDEEDMMNQVLQRSIIDQ. Result: 0 (no interaction). The miRNA is hsa-miR-518c-5p with sequence UCUCUGGAGGGAAGCACUUUCUG.